This data is from NCI-60 drug combinations with 297,098 pairs across 59 cell lines. The task is: Regression. Given two drug SMILES strings and cell line genomic features, predict the synergy score measuring deviation from expected non-interaction effect. (1) Drug 1: C1=NC2=C(N=C(N=C2N1C3C(C(C(O3)CO)O)O)F)N. Drug 2: C(CCl)NC(=O)N(CCCl)N=O. Cell line: HL-60(TB). Synergy scores: CSS=49.1, Synergy_ZIP=-0.445, Synergy_Bliss=1.90, Synergy_Loewe=-17.1, Synergy_HSA=0.996. (2) Drug 1: CCC(=C(C1=CC=CC=C1)C2=CC=C(C=C2)OCCN(C)C)C3=CC=CC=C3.C(C(=O)O)C(CC(=O)O)(C(=O)O)O. Drug 2: CNC(=O)C1=NC=CC(=C1)OC2=CC=C(C=C2)NC(=O)NC3=CC(=C(C=C3)Cl)C(F)(F)F. Cell line: SNB-75. Synergy scores: CSS=0.302, Synergy_ZIP=7.46, Synergy_Bliss=3.01, Synergy_Loewe=0.0119, Synergy_HSA=0.831.